Predict the product of the given reaction. From a dataset of Forward reaction prediction with 1.9M reactions from USPTO patents (1976-2016). (1) Given the reactants [Br:1][C:2]1[N:7]=[C:6]([CH:8]=O)[CH:5]=[CH:4][CH:3]=1.Cl.[CH2:11]([O:13][C:14](=[O:17])[CH2:15][NH2:16])[CH3:12].ClC(Cl)C.C(N(CC)CC)C.C(O[BH-](OC(=O)C)OC(=O)C)(=O)C.[Na+], predict the reaction product. The product is: [Br:1][C:2]1[N:7]=[C:6]([CH2:8][NH:16][CH2:15][C:14]([O:13][CH2:11][CH3:12])=[O:17])[CH:5]=[CH:4][CH:3]=1. (2) The product is: [Cl:8][C:9]1[CH:17]=[CH:16][C:12]([C:13]([NH:58][CH:59]([CH:70]2[CH2:71][CH2:72][CH2:73][CH2:74][CH2:75]2)[CH2:60][CH2:61][NH:62][C:63](=[O:69])[O:64][C:65]([CH3:68])([CH3:67])[CH3:66])=[O:14])=[CH:11][C:10]=1[NH:18][C:19]([C:21]1[C:32](=[O:33])[NH:31][C:24]2[N:25]=[C:26]([O:29][CH3:30])[N:27]=[CH:28][C:23]=2[CH:22]=1)=[O:20]. Given the reactants C(N(CC)CC)C.[Cl:8][C:9]1[CH:17]=[CH:16][C:12]([C:13](O)=[O:14])=[CH:11][C:10]=1[NH:18][C:19]([C:21]1[C:32](=[O:33])[NH:31][C:24]2[N:25]=[C:26]([O:29][CH3:30])[N:27]=[CH:28][C:23]=2[CH:22]=1)=[O:20].CN(C(ON1N=NC2C=CC=NC1=2)=[N+](C)C)C.F[P-](F)(F)(F)(F)F.[NH2:58][CH:59]([CH:70]1[CH2:75][CH2:74][CH2:73][CH2:72][CH2:71]1)[CH2:60][CH2:61][NH:62][C:63](=[O:69])[O:64][C:65]([CH3:68])([CH3:67])[CH3:66], predict the reaction product. (3) Given the reactants C([O:3][C:4](=[O:40])[C:5]1[CH:10]=[CH:9][CH:8]=[C:7]([N:11]2[CH:19]=[N:18][C:17]3[C:16](=[O:20])[N:15]([C:21]4[CH:26]=[CH:25][C:24]([Cl:27])=[CH:23][CH:22]=4)[C:14]([C:28]4[CH:33]=[CH:32][C:31]([C:34]5[CH:39]=[CH:38][CH:37]=[CH:36][CH:35]=5)=[CH:30][CH:29]=4)=[N:13][C:12]2=3)[CH:6]=1)C.[Li+].[OH-], predict the reaction product. The product is: [C:31]1([C:34]2[CH:35]=[CH:36][CH:37]=[CH:38][CH:39]=2)[CH:32]=[CH:33][C:28]([C:14]2[N:15]([C:21]3[CH:26]=[CH:25][C:24]([Cl:27])=[CH:23][CH:22]=3)[C:16](=[O:20])[C:17]3[N:18]=[CH:19][N:11]([C:7]4[CH:6]=[C:5]([CH:10]=[CH:9][CH:8]=4)[C:4]([OH:40])=[O:3])[C:12]=3[N:13]=2)=[CH:29][CH:30]=1. (4) Given the reactants I[C:2]1[CH:3]=[C:4]([N:8]2[C:16]3[C:11](=[CH:12][CH:13]=[CH:14][CH:15]=3)[C:10]([C:17]([NH2:19])=[O:18])=[N:9]2)[CH:5]=[CH:6][CH:7]=1.[OH:20][CH:21]([C:27]#[CH:28])[C:22]([O:24][CH2:25][CH3:26])=[O:23], predict the reaction product. The product is: [C:17]([C:10]1[C:11]2[C:16](=[CH:15][CH:14]=[CH:13][CH:12]=2)[N:8]([C:4]2[CH:3]=[C:2]([C:28]#[C:27][CH:21]([OH:20])[C:22]([O:24][CH2:25][CH3:26])=[O:23])[CH:7]=[CH:6][CH:5]=2)[N:9]=1)(=[O:18])[NH2:19].